Predict the reaction yield, written as a fraction of the theoretical maximum amount of product (1.0 means a 100% yield; for example, 0.34 means a 34% yield). From a dataset of Reaction yield outcomes from USPTO patents with 853,638 reactions. (1) The reactants are [CH2:1]([C@H:8]([NH:45][C:46](=[O:52])[O:47][C:48]([CH3:51])([CH3:50])[CH3:49])[C@@H:9]([O:37][Si](C(C)(C)C)(C)C)[CH2:10][C@@H:11]([NH:26][C:27]([O:29][CH2:30][C:31]1[CH:36]=[CH:35][CH:34]=[CH:33][CH:32]=1)=[O:28])[CH2:12][C:13]1[CH:18]=[CH:17][C:16]([C:19]2[CH:24]=[CH:23][C:22]([CH3:25])=[CH:21][N:20]=2)=[CH:15][CH:14]=1)[C:2]1[CH:7]=[CH:6][CH:5]=[CH:4][CH:3]=1.CCCC[N+](CCCC)(CCCC)CCCC.[F-]. The catalyst is C1COCC1. The product is [CH2:1]([C@H:8]([NH:45][C:46](=[O:52])[O:47][C:48]([CH3:50])([CH3:49])[CH3:51])[C@@H:9]([OH:37])[CH2:10][C@@H:11]([NH:26][C:27]([O:29][CH2:30][C:31]1[CH:36]=[CH:35][CH:34]=[CH:33][CH:32]=1)=[O:28])[CH2:12][C:13]1[CH:18]=[CH:17][C:16]([C:19]2[CH:24]=[CH:23][C:22]([CH3:25])=[CH:21][N:20]=2)=[CH:15][CH:14]=1)[C:2]1[CH:3]=[CH:4][CH:5]=[CH:6][CH:7]=1. The yield is 0.630. (2) The reactants are [N+:1]([CH2:4][CH2:5][CH3:6])([O-:3])=[O:2].CO[CH:9]([O:15]C)[CH2:10][CH2:11][CH2:12][CH:13]=O. The yield is 0.550. The catalyst is CCOC(C)=O.CCCCCC. The product is [N+:1](/[C:4](/[CH2:5][CH3:6])=[CH:13]/[CH2:12][CH2:11][CH2:10][CH:9]=[O:15])([O-:3])=[O:2]. (3) The reactants are [F:1][C:2]1[CH:3]=[C:4]([CH:14]=[CH:15][C:16]=1[CH:17]([NH:21][C:22]1[CH:23]=[N:24][C:25]([N:28]2[CH:32]=[C:31]([C:33]([F:36])([F:35])[F:34])[CH:30]=[N:29]2)=[CH:26][CH:27]=1)[CH2:18][CH2:19][CH3:20])[C:5]([NH:7][CH2:8][CH2:9][C:10]([O:12]C)=[O:11])=[O:6].[OH-].[Li+].Cl. The catalyst is O1CCCC1. The product is [F:1][C:2]1[CH:3]=[C:4]([CH:14]=[CH:15][C:16]=1[CH:17]([NH:21][C:22]1[CH:23]=[N:24][C:25]([N:28]2[CH:32]=[C:31]([C:33]([F:35])([F:34])[F:36])[CH:30]=[N:29]2)=[CH:26][CH:27]=1)[CH2:18][CH2:19][CH3:20])[C:5]([NH:7][CH2:8][CH2:9][C:10]([OH:12])=[O:11])=[O:6]. The yield is 0.590. (4) The reactants are [C:1](Cl)([C:14]1[CH:19]=[CH:18][CH:17]=[CH:16][CH:15]=1)([C:8]1[CH:13]=[CH:12][CH:11]=[CH:10][CH:9]=1)[C:2]1[CH:7]=[CH:6][CH:5]=[CH:4][CH:3]=1.[Br:21][C:22]1[CH:23]=[C:24]2[C:28](=[CH:29][CH:30]=1)[CH2:27][NH:26][CH2:25]2.C(N(CC)CC)C. The catalyst is ClCCl. The product is [Br:21][C:22]1[CH:23]=[C:24]2[C:28](=[CH:29][CH:30]=1)[CH2:27][N:26]([C:1]([C:14]1[CH:19]=[CH:18][CH:17]=[CH:16][CH:15]=1)([C:8]1[CH:13]=[CH:12][CH:11]=[CH:10][CH:9]=1)[C:2]1[CH:7]=[CH:6][CH:5]=[CH:4][CH:3]=1)[CH2:25]2. The yield is 0.850.